Dataset: Full USPTO retrosynthesis dataset with 1.9M reactions from patents (1976-2016). Task: Predict the reactants needed to synthesize the given product. Given the product [F:20][CH:2]([F:1])[O:3][C:4]1[CH:9]=[CH:8][C:7]([CH:10]([N:16]2[C:30](=[O:29])[C:31]3[C:32](=[CH:33][CH:34]=[CH:35][C:36]=3[NH:37][C:38]([CH:40]3[CH2:42][CH2:41]3)=[O:39])[CH2:43]2)[CH2:11][S:12]([CH3:15])(=[O:14])=[O:13])=[CH:6][C:5]=1[O:17][CH2:18][CH3:19], predict the reactants needed to synthesize it. The reactants are: [F:1][CH:2]([F:20])[O:3][C:4]1[CH:9]=[CH:8][C:7]([CH:10]([NH2:16])[CH2:11][S:12]([CH3:15])(=[O:14])=[O:13])=[CH:6][C:5]=1[O:17][CH2:18][CH3:19].CCN(CC)CC.C[O:29][C:30](=O)[C:31]1[C:36]([NH:37][C:38]([CH:40]2[CH2:42][CH2:41]2)=[O:39])=[CH:35][CH:34]=[CH:33][C:32]=1[CH2:43]Br.